Dataset: Forward reaction prediction with 1.9M reactions from USPTO patents (1976-2016). Task: Predict the product of the given reaction. Given the reactants Cl[C:2]1[CH:3]=[C:4]2[C:9](=[O:10])[N:8]([CH2:11][CH2:12][C:13]([F:16])([F:15])[F:14])[C:6](=[O:7])[C:5]2=[CH:17][CH:18]=1.[F:19][C:20]([F:33])([F:32])C1C=C2C(=O)OC(=O)C2=CC=1, predict the reaction product. The product is: [F:19][C:20]([F:33])([F:32])[C:2]1[CH:3]=[C:4]2[C:9](=[O:10])[N:8]([CH2:11][CH2:12][C:13]([F:16])([F:15])[F:14])[C:6](=[O:7])[C:5]2=[CH:17][CH:18]=1.